From a dataset of Forward reaction prediction with 1.9M reactions from USPTO patents (1976-2016). Predict the product of the given reaction. (1) Given the reactants [F:1][C:2]1[CH:11]=[C:10]([NH:12][C:13]([C:15]2[O:16][C:17]([CH:23]([CH3:25])[CH3:24])=[C:18]([CH:20]([CH3:22])[CH3:21])[CH:19]=2)=[O:14])[CH:9]=[CH:8][C:3]=1[C:4]([O:6]C)=[O:5].[OH-].[Na+], predict the reaction product. The product is: [F:1][C:2]1[CH:11]=[C:10]([NH:12][C:13]([C:15]2[O:16][C:17]([CH:23]([CH3:25])[CH3:24])=[C:18]([CH:20]([CH3:21])[CH3:22])[CH:19]=2)=[O:14])[CH:9]=[CH:8][C:3]=1[C:4]([OH:6])=[O:5]. (2) Given the reactants Br[CH:2]1[CH2:8][CH2:7][O:6][C:5]2[CH:9]=[C:10]([N:13]3[CH2:17][C@H:16]([CH2:18][NH:19][C:20](=[O:22])[CH3:21])[O:15][C:14]3=[O:23])[CH:11]=[CH:12][C:4]=2[C:3]1=O.[CH3:25][O:26][C:27]1[CH:38]=[CH:37][C:30]([CH2:31][NH:32][C:33](=S)[NH:34][NH2:35])=[CH:29][CH:28]=1, predict the reaction product. The product is: [CH3:25][O:26][C:27]1[CH:28]=[CH:29][C:30]([CH2:31][NH:32][C:33]2[C:2]3[CH2:8][CH2:7][O:6][C:5]4[CH:9]=[C:10]([N:13]5[CH2:17][C@H:16]([CH2:18][NH:19][C:20](=[O:22])[CH3:21])[O:15][C:14]5=[O:23])[CH:11]=[CH:12][C:4]=4[C:3]=3[NH:35][N:34]=2)=[CH:37][CH:38]=1. (3) The product is: [F:1][C:2]1[CH:9]=[CH:8][C:5]([CH2:6][NH:7][C:25]([C:21]2[S:20][C:19]([NH:18][C:10](=[O:17])[C:11]3[CH:12]=[CH:13][CH:14]=[CH:15][CH:16]=3)=[N:23][C:22]=2[CH3:24])=[O:26])=[CH:4][CH:3]=1. Given the reactants [F:1][C:2]1[CH:9]=[CH:8][C:5]([CH2:6][NH2:7])=[CH:4][CH:3]=1.[C:10]([NH:18][C:19]1[S:20][C:21]([C:25](Cl)=[O:26])=[C:22]([CH3:24])[N:23]=1)(=[O:17])[C:11]1[CH:16]=[CH:15][CH:14]=[CH:13][CH:12]=1, predict the reaction product. (4) Given the reactants [O:1]=[C:2]1[N:6]([C:7]2[CH:12]=[CH:11][CH:10]=[CH:9][CH:8]=2)[CH2:5][CH:4]([C:13]([OH:15])=O)[CH2:3]1.CC[N:18]=C=NCCCN(C)C.Cl.C1C=CC2N(O)N=NC=2C=1.C(=O)(O)[O-].[Na+], predict the reaction product. The product is: [O:1]=[C:2]1[N:6]([C:7]2[CH:12]=[CH:11][CH:10]=[CH:9][CH:8]=2)[CH2:5][CH:4]([C:13]([NH2:18])=[O:15])[CH2:3]1. (5) Given the reactants Br[C:2]1[CH:3]=[C:4]2[C:9](=[C:10]([CH3:12])[CH:11]=1)[N:8]=[CH:7][CH:6]=[C:5]2Cl.B1(B2OC(C)(C)C(C)(C)O2)OC(C)(C)C(C)(C)O1.C([O-])(=O)C.[K+].[NH2:37][C:38]1[C:43]([S:44]([N:47]([CH3:49])[CH3:48])(=[O:46])=[O:45])=[CH:42][C:41](Br)=[CH:40][N:39]=1.C(=O)([O-])[O-].[K+].[K+].CC1(C)C(C)(C)OB([C:65]2[CH:70]=[CH:69][N:68]=[CH:67][CH:66]=2)O1, predict the reaction product. The product is: [NH2:37][C:38]1[C:43]([S:44]([N:47]([CH3:49])[CH3:48])(=[O:46])=[O:45])=[CH:42][C:41]([C:2]2[CH:3]=[C:4]3[C:9](=[C:10]([CH3:12])[CH:11]=2)[N:8]=[CH:7][CH:6]=[C:5]3[C:65]2[CH:70]=[CH:69][N:68]=[CH:67][CH:66]=2)=[CH:40][N:39]=1. (6) Given the reactants BrCC1N=C(C2C=CC=C(OC(F)F)C=2)C(OCC)=NC=1.Br[CH2:23][C:24]1[N:25]=[C:26]([C:33]2[CH:38]=[CH:37][C:36]([F:39])=[C:35]([F:40])[CH:34]=2)[C:27]([O:30][CH2:31][CH3:32])=[N:28][CH:29]=1.[Cl:41][C:42]1[N:47]=[CH:46][C:45](B(O)O)=[CH:44][N:43]=1.C([O-])(O)=O.[Na+].C([O-])([O-])=O.[Na+].[Na+], predict the reaction product. The product is: [Cl:41][C:42]1[N:47]=[CH:46][C:45]([CH2:23][C:24]2[CH:29]=[N:28][C:27]([O:30][CH2:31][CH3:32])=[C:26]([C:33]3[CH:38]=[CH:37][C:36]([F:39])=[C:35]([F:40])[CH:34]=3)[N:25]=2)=[CH:44][N:43]=1. (7) The product is: [OH:5][CH2:6][C:7]1[CH:12]=[C:11]([CH:10]=[C:9]([CH3:15])[N:8]=1)[C:13]#[N:14]. Given the reactants FC(F)(F)C([O:5][CH2:6][C:7]1[CH:12]=[C:11]([C:13]#[N:14])[CH:10]=[C:9]([CH3:15])[N:8]=1)=O.C([O-])(O)=O.[Na+].CCOC(C)=O, predict the reaction product. (8) Given the reactants [C:1]([OH:5])([CH3:4])([CH3:3])[CH3:2].CN(C1C=CC=CN=1)C.[C:15]([O:20][C:21]12[CH2:30][CH:25]3[CH2:26][CH:27]([CH2:29][C:23]([O:31][CH:32]([CH3:36])[C:33]([OH:35])=[O:34])([CH2:24]3)[CH2:22]1)[CH2:28]2)(=[O:19])[C:16]([CH3:18])=[CH2:17].C1(N=C=NC2CCCCC2)CCCCC1, predict the reaction product. The product is: [C:15]([O:20][C:21]12[CH2:30][CH:25]3[CH2:26][CH:27]([CH2:29][C:23]([O:31][CH:32]([CH3:36])[C:33]([O:35][O:5][C:1]([CH3:4])([CH3:3])[CH3:2])=[O:34])([CH2:24]3)[CH2:22]1)[CH2:28]2)(=[O:19])[C:16]([CH3:18])=[CH2:17]. (9) Given the reactants [OH:1][C@H:2]1[C@@H:7]([C:8]#[N:9])[CH2:6][CH2:5][O:4][CH2:3]1.[CH2:10]([Li])CCC.COS(C(F)(F)F)(=O)=O, predict the reaction product. The product is: [CH3:10][O:1][C@H:2]1[C@@H:7]([C:8]#[N:9])[CH2:6][CH2:5][O:4][CH2:3]1.